This data is from Catalyst prediction with 721,799 reactions and 888 catalyst types from USPTO. The task is: Predict which catalyst facilitates the given reaction. (1) Reactant: [F:1][C:2]1[CH:3]=[CH:4][C:5](B2OC(C)(C)C(C)(C)O2)=[C:6]2[C:10]=1[C@H:9]([O:11][C:12]1[CH:25]=[CH:24][C:15]3[C@H:16]([CH2:19][C:20]([O:22][CH3:23])=[O:21])[CH2:17][O:18][C:14]=3[CH:13]=1)[CH2:8][CH2:7]2.I[C:36]1[C:46]([CH3:47])=[CH:45][C:39]([C:40]([N:42]([CH3:44])[CH3:43])=[O:41])=[CH:38][C:37]=1[CH3:48].[O-]P([O-])([O-])=O.[K+].[K+].[K+].C1(P(C2CCCCC2)C2C=CC=CC=2C2C(OC)=CC=CC=2OC)CCCCC1. The catalyst class is: 11. Product: [CH3:43][N:42]([CH3:44])[C:40]([C:39]1[CH:38]=[C:37]([CH3:48])[C:36]([C:5]2[CH:4]=[CH:3][C:2]([F:1])=[C:10]3[C:6]=2[CH2:7][CH2:8][C@H:9]3[O:11][C:12]2[CH:25]=[CH:24][C:15]3[C@H:16]([CH2:19][C:20]([O:22][CH3:23])=[O:21])[CH2:17][O:18][C:14]=3[CH:13]=2)=[C:46]([CH3:47])[CH:45]=1)=[O:41]. (2) Reactant: CC(C1C=C(C(C)C)C(C2C=CC=CC=2P(C2CCCCC2)C2CCCCC2)=C(C(C)C)C=1)C.[O-]P([O-])([O-])=O.[K+].[K+].[K+].CC1(C)C(C)(C)OB([C:51]2[NH:59][C:58]3[CH2:57][CH2:56][NH:55][C:54](=[O:60])[C:53]=3[CH:52]=2)O1.[C:62]([NH:66][C:67]1[N:76]([CH3:77])[C:75](=[O:78])[C:74]2[C:69](=[C:70](I)[CH:71]=[CH:72][CH:73]=2)[N:68]=1)([CH3:65])([CH3:64])[CH3:63]. Product: [C:62]([NH:66][C:67]1[N:76]([CH3:77])[C:75](=[O:78])[C:74]2[C:69](=[C:70]([C:51]3[NH:59][C:58]4[CH2:57][CH2:56][NH:55][C:54](=[O:60])[C:53]=4[CH:52]=3)[CH:71]=[CH:72][CH:73]=2)[N:68]=1)([CH3:65])([CH3:64])[CH3:63]. The catalyst class is: 333. (3) Reactant: C(=O)([O-])[O-].[K+].[K+].[SH:7][C:8]1[CH:9]=[C:10]([OH:14])[CH:11]=[CH:12][CH:13]=1.F[C:16]1[CH:23]=[CH:22][C:19]([CH:20]=[O:21])=[CH:18][CH:17]=1. Product: [OH:14][C:10]1[CH:9]=[C:8]([S:7][C:16]2[CH:23]=[CH:22][C:19]([CH:20]=[O:21])=[CH:18][CH:17]=2)[CH:13]=[CH:12][CH:11]=1. The catalyst class is: 9. (4) Product: [C:17]([C:11]1[S:10][C:9]([NH:8][C:6](=[O:7])[O:5][C:1]([CH3:2])([CH3:3])[CH3:4])=[C:13]([C:14]([N:31]2[CH2:32][CH2:33][N:28]([CH3:27])[C:29](=[O:36])[C:30]2([CH3:35])[CH3:34])=[O:16])[CH:12]=1)([CH3:20])([CH3:19])[CH3:18]. Reactant: [C:1]([O:5][C:6]([NH:8][C:9]1[S:10][C:11]([C:17]([CH3:20])([CH3:19])[CH3:18])=[CH:12][C:13]=1[C:14]([OH:16])=O)=[O:7])([CH3:4])([CH3:3])[CH3:2].P(Cl)(Cl)(Cl)(Cl)Cl.[CH3:27][N:28]1[CH2:33][CH2:32][NH:31][C:30]([CH3:35])([CH3:34])[C:29]1=[O:36].CCN(C(C)C)C(C)C. The catalyst class is: 2. (5) Reactant: [O:1]1[CH:5]=[CH:4][N:3]=[C:2]1[C:6]1([OH:11])[CH2:10][CH2:9][CH2:8][CH2:7]1.C([Li])CCC.[I:17]I. Product: [I:17][C:5]1[O:1][C:2]([C:6]2([OH:11])[CH2:10][CH2:9][CH2:8][CH2:7]2)=[N:3][CH:4]=1. The catalyst class is: 7. (6) Reactant: O=C1C2C(=CC=CC=2)C(=O)[N:3]1[N:12]([CH2:20][CH2:21][O:22][CH:23]([CH3:25])[CH3:24])[C:13](=[O:19])[O:14][C:15]([CH3:18])([CH3:17])[CH3:16].CNN. Product: [CH:23]([O:22][CH2:21][CH2:20][N:12]([C:13]([O:14][C:15]([CH3:17])([CH3:16])[CH3:18])=[O:19])[NH2:3])([CH3:25])[CH3:24]. The catalyst class is: 7. (7) Product: [Br:1][C:2]1[CH:3]=[C:4]([C:14]2[CH:13]=[CH:12][CH:11]=[C:10]([Br:9])[CH:15]=2)[CH:5]=[CH:6][CH:7]=1. The catalyst class is: 11. Reactant: [Br:1][C:2]1[CH:3]=[C:4](I)[CH:5]=[CH:6][CH:7]=1.[Br:9][C:10]1[CH:11]=[C:12](B(O)O)[CH:13]=[CH:14][CH:15]=1.C(=O)([O-])[O-].[Na+].[Na+]. (8) Reactant: [F:1][C:2]([F:24])([F:23])[O:3][C:4]1[CH:5]=[C:6]([N:10]2[CH2:15][CH2:14][N:13]([C:16]3[CH:20]=[C:19]([C:21]#[N:22])[O:18][N:17]=3)[CH2:12][CH2:11]2)[CH:7]=[CH:8][CH:9]=1.[N-:25]=[N+:26]=[N-:27].[Na+].[NH4+].[Cl-].Cl. The catalyst class is: 31. Product: [N:22]1[NH:25][N:26]=[N:27][C:21]=1[C:19]1[O:18][N:17]=[C:16]([N:13]2[CH2:12][CH2:11][N:10]([C:6]3[CH:7]=[CH:8][CH:9]=[C:4]([O:3][C:2]([F:23])([F:1])[F:24])[CH:5]=3)[CH2:15][CH2:14]2)[CH:20]=1. (9) Product: [CH3:1][O:2][CH2:3][N:4]1[C:12]2[C:7](=[CH:8][CH:9]=[CH:10][C:11]=2[N:13]([CH3:34])[S:14]([C:17]2[S:18][CH:19]=[CH:20][CH:21]=2)(=[O:16])=[O:15])[CH:6]=[C:5]1[C:22]1[S:23][C:24]([C:27]([O:29][CH2:30][CH3:31])=[O:28])=[CH:25][N:26]=1. Reactant: [CH3:1][O:2][CH2:3][N:4]1[C:12]2[C:7](=[CH:8][CH:9]=[CH:10][C:11]=2[NH:13][S:14]([C:17]2[S:18][CH:19]=[CH:20][CH:21]=2)(=[O:16])=[O:15])[CH:6]=[C:5]1[C:22]1[S:23][C:24]([C:27]([O:29][CH2:30][CH3:31])=[O:28])=[CH:25][N:26]=1.CI.[C:34](=O)([O-])[O-].[K+].[K+].CN(C)C=O. The catalyst class is: 6.